This data is from Reaction yield outcomes from USPTO patents with 853,638 reactions. The task is: Predict the reaction yield, written as a fraction of the theoretical maximum amount of product (1.0 means a 100% yield; for example, 0.34 means a 34% yield). (1) The reactants are [ClH:1].[NH2:2][C:3]1[NH:7][N:6]=[C:5]([CH:8]2[CH2:13][CH2:12][N:11](C(OC(C)(C)C)=O)[CH2:10][CH2:9]2)[CH:4]=1. The catalyst is C(OCC)(=O)C. The product is [ClH:1].[NH:11]1[CH2:10][CH2:9][CH:8]([C:5]2[CH:4]=[C:3]([NH2:2])[NH:7][N:6]=2)[CH2:13][CH2:12]1. The yield is 1.00. (2) The reactants are C(N1C(=O)C=CC(C2C3C(=C(F)C=C(Cl)C=3)N(CC(O)=O)C=2C)=N1)C1C=CC=CC=1.[F:31][C:32]1[CH:38]=[C:37]([S:39]([CH3:42])(=[O:41])=[O:40])[CH:36]=[C:35]([C:43]#[C:44][CH3:45])[C:33]=1[NH2:34]. The catalyst is [Cu]I. The product is [F:31][C:32]1[CH:38]=[C:37]([S:39]([CH3:42])(=[O:40])=[O:41])[CH:36]=[C:35]2[C:33]=1[NH:34][C:44]([CH3:45])=[CH:43]2. The yield is 0.580. (3) The reactants are [Si]([O:8][CH2:9][CH2:10][C:11]1([CH2:14][N:15]2[C:23](=[O:24])[C:22]3[C:17](=[CH:18][CH:19]=[CH:20][CH:21]=3)[C:16]2=[O:25])[CH2:13][CH2:12]1)(C(C)(C)C)(C)C.Cl. The catalyst is C1COCC1.[NH4+].[Cl-]. The product is [OH:8][CH2:9][CH2:10][C:11]1([CH2:14][N:15]2[C:16](=[O:25])[C:17]3[C:22](=[CH:21][CH:20]=[CH:19][CH:18]=3)[C:23]2=[O:24])[CH2:13][CH2:12]1. The yield is 0.880. (4) The reactants are [Cl:1][C:2]1[C:3]([NH:15][C:16]2[CH:21]=[CH:20][CH:19]=[C:18]([N+:22]([O-])=O)[CH:17]=2)=[N:4][C:5]([NH:8][C:9]2[S:13][N:12]=[C:11]([CH3:14])[CH:10]=2)=[N:6][CH:7]=1. The catalyst is C(O)C. The product is [NH2:22][C:18]1[CH:17]=[C:16]([NH:15][C:3]2[C:2]([Cl:1])=[CH:7][N:6]=[C:5]([NH:8][C:9]3[S:13][N:12]=[C:11]([CH3:14])[CH:10]=3)[N:4]=2)[CH:21]=[CH:20][CH:19]=1. The yield is 0.584.